Dataset: Catalyst prediction with 721,799 reactions and 888 catalyst types from USPTO. Task: Predict which catalyst facilitates the given reaction. (1) Reactant: [C:1]([S:4][C@H:5]1[CH2:9][N:8]([S:10]([C:13]2[CH:22]=[CH:21][C:20]3[C:15](=[CH:16][CH:17]=[CH:18][CH:19]=3)[CH:14]=2)(=[O:12])=[O:11])[C@H:7]([C:23]([N:25]([CH2:34][C:35]([OH:37])=[O:36])[CH2:26][CH2:27][C:28]2[CH:33]=[CH:32][CH:31]=[CH:30][CH:29]=2)=[O:24])[CH2:6]1)(=[O:3])[CH3:2].[CH3:38][CH2:39]O.CCN=C=NCCCN(C)C. Product: [CH2:38]([O:36][C:35](=[O:37])[CH2:34][N:25]([C:23]([C@@H:7]1[CH2:6][C@@H:5]([S:4][C:1](=[O:3])[CH3:2])[CH2:9][N:8]1[S:10]([C:13]1[CH:22]=[CH:21][C:20]2[C:15](=[CH:16][CH:17]=[CH:18][CH:19]=2)[CH:14]=1)(=[O:12])=[O:11])=[O:24])[CH2:26][CH2:27][C:28]1[CH:29]=[CH:30][CH:31]=[CH:32][CH:33]=1)[CH3:39]. The catalyst class is: 64. (2) Reactant: Cl.[NH2:2][CH2:3][C:4]([N:6]1[CH2:11][CH2:10][CH:9]([CH3:12])[CH2:8][CH2:7]1)=[O:5].C(N(CC)C(C)C)(C)C.[F:22][C:23]1[CH:28]=[C:27]([F:29])[CH:26]=[C:25]([F:30])[C:24]=1[N:31]=[C:32]=[S:33]. Product: [CH3:12][CH:9]1[CH2:10][CH2:11][N:6]([C:4](=[O:5])[CH2:3][NH:2][C:32]([NH:31][C:24]2[C:25]([F:30])=[CH:26][C:27]([F:29])=[CH:28][C:23]=2[F:22])=[S:33])[CH2:7][CH2:8]1. The catalyst class is: 4. (3) Reactant: C[Si](C)(C)[N-][Si](C)(C)C.[Li+].[C:11]([O:15][C:16]([C@@:18]1([CH2:33][CH2:34]Br)[CH:22]([CH3:23])[C:21](=[O:24])[N:20]([C@@H:25]([C:27]2[CH:32]=[CH:31][CH:30]=[CH:29][CH:28]=2)[CH3:26])[CH2:19]1)=[O:17])([CH3:14])([CH3:13])[CH3:12].C(O)(=O)CC(CC(O)=O)(C(O)=O)O.C(OCC)(=O)C. Product: [C:11]([O:15][C:16]([C@@:18]12[CH2:33][CH2:34][C@:22]1([CH3:23])[C:21](=[O:24])[N:20]([C@@H:25]([C:27]1[CH:32]=[CH:31][CH:30]=[CH:29][CH:28]=1)[CH3:26])[CH2:19]2)=[O:17])([CH3:14])([CH3:13])[CH3:12]. The catalyst class is: 7.